Dataset: Catalyst prediction with 721,799 reactions and 888 catalyst types from USPTO. Task: Predict which catalyst facilitates the given reaction. (1) Reactant: Cl[C:2]1[N:9]=[C:8]([C:10]([F:13])([F:12])[F:11])[CH:7]=[CH:6][C:3]=1[C:4]#[N:5].[N:14]([CH2:17][CH2:18][CH:19]([OH:24])[C:20]([F:23])([F:22])[F:21])=[N+:15]=[N-:16].C(=O)([O-])[O-].[Cs+].[Cs+]. Product: [N:14]([CH2:17][CH2:18][CH:19]([C:20]([F:21])([F:23])[F:22])[O:24][C:2]1[N:9]=[C:8]([C:10]([F:13])([F:12])[F:11])[CH:7]=[CH:6][C:3]=1[C:4]#[N:5])=[N+:15]=[N-:16]. The catalyst class is: 18. (2) Reactant: [Cl-].[CH:2]1[C:11]2[C:6](=[CH:7][CH:8]=[CH:9][CH:10]=2)[CH:5]=[CH:4][C:3]=1[C:12](=[O:15])[CH2:13][NH3+:14].[CH3:16][O:17][C:18]1[CH:19]=[C:20]([S:26](Cl)(=[O:28])=[O:27])[CH:21]=[CH:22][C:23]=1[O:24][CH3:25].CCN(CC)CC. Product: [CH3:16][O:17][C:18]1[CH:19]=[C:20]([S:26]([NH:14][CH2:13][C:12]([C:3]2[CH:4]=[CH:5][C:6]3[C:11](=[CH:10][CH:9]=[CH:8][CH:7]=3)[CH:2]=2)=[O:15])(=[O:27])=[O:28])[CH:21]=[CH:22][C:23]=1[O:24][CH3:25]. The catalyst class is: 3. (3) Reactant: [H-].[Na+].[Cl:3][C:4]1[CH:9]=[C:8]([C:10]([F:13])([F:12])[F:11])[CH:7]=[C:6]([Cl:14])[C:5]=1[N:15]1[C:19]([OH:20])=[C:18]([S:21][C:22]([F:25])([F:24])[F:23])[C:17]([C:26]#[N:27])=[N:16]1.S(OCC)(O[CH2:32][CH3:33])(=O)=O.S([O-])(O)(=O)=O.[K+]. Product: [Cl:3][C:4]1[CH:9]=[C:8]([C:10]([F:13])([F:12])[F:11])[CH:7]=[C:6]([Cl:14])[C:5]=1[N:15]1[C:19]([O:20][CH2:32][CH3:33])=[C:18]([S:21][C:22]([F:25])([F:23])[F:24])[C:17]([C:26]#[N:27])=[N:16]1. The catalyst class is: 12. (4) Reactant: [CH3:1][C:2]([C:7]1[CH:12]=[CH:11][CH:10]=[CH:9][CH:8]=1)([CH3:6])[C:3](O)=[O:4].C(Cl)(=O)C([Cl:16])=O. Product: [CH3:1][C:2]([C:7]1[CH:12]=[CH:11][CH:10]=[CH:9][CH:8]=1)([CH3:6])[C:3]([Cl:16])=[O:4]. The catalyst class is: 4. (5) Reactant: C([O:3][C:4](=[O:39])[CH2:5][CH2:6][C:7]1[CH:11]=[CH:10][O:9][C:8]=1[C:12](=[O:38])[CH2:13][CH:14]1[CH2:19][CH2:18][C:17]([S:28]([C:31]2[CH:36]=[CH:35][C:34]([Cl:37])=[CH:33][CH:32]=2)(=[O:30])=[O:29])([C:20]2[CH:25]=[C:24]([F:26])[CH:23]=[CH:22][C:21]=2[F:27])[CH2:16][CH2:15]1)C.[OH-].[Li+]. Product: [Cl:37][C:34]1[CH:35]=[CH:36][C:31]([S:28]([C:17]2([C:20]3[CH:25]=[C:24]([F:26])[CH:23]=[CH:22][C:21]=3[F:27])[CH2:18][CH2:19][CH:14]([CH2:13][C:12]([C:8]3[O:9][CH:10]=[CH:11][C:7]=3[CH2:6][CH2:5][C:4]([OH:39])=[O:3])=[O:38])[CH2:15][CH2:16]2)(=[O:29])=[O:30])=[CH:32][CH:33]=1. The catalyst class is: 30. (6) Reactant: [CH3:1][O:2][C:3](=[O:14])[CH2:4][CH2:5][C:6]1[CH:11]=[C:10]([OH:12])[CH:9]=[CH:8][C:7]=1[Br:13].N1C=CN=C1.[C:20]([Si:24]([CH3:27])([CH3:26])Cl)([CH3:23])([CH3:22])[CH3:21]. Product: [CH3:1][O:2][C:3](=[O:14])[CH2:4][CH2:5][C:6]1[CH:11]=[C:10]([O:12][Si:24]([C:20]([CH3:23])([CH3:22])[CH3:21])([CH3:27])[CH3:26])[CH:9]=[CH:8][C:7]=1[Br:13]. The catalyst class is: 2. (7) Product: [OH:11][CH2:10][CH2:9][O:8][C:7]1[C:2]([O:21][CH2:20][CH2:19][NH:18][C:33](=[O:34])[O:35][C:36]([CH3:39])([CH3:38])[CH3:37])=[N:3][CH:4]=[CH:5][CH:6]=1. The catalyst class is: 11. Reactant: Cl[C:2]1[C:7]([O:8][CH2:9][CH2:10][O:11]C2CCCCO2)=[CH:6][CH:5]=[CH:4][N:3]=1.[NH2:18][CH2:19][CH2:20][OH:21].CC(C)([O-])C.[K+].C(O)(C)(C)C.[C:33](O[C:33]([O:35][C:36]([CH3:39])([CH3:38])[CH3:37])=[O:34])([O:35][C:36]([CH3:39])([CH3:38])[CH3:37])=[O:34]. (8) Reactant: [Mg:1].[Br:2]C(Br)C.[CH2:6]([C:8]1[CH:13]=[C:12]([CH2:14][CH3:15])[CH:11]=[C:10]([CH2:16][CH3:17])[C:9]=1Br)[CH3:7]. Product: [CH2:14]([C:12]1([Mg:1][Br:2])[CH:13]=[C:8]([CH2:6][CH3:7])[CH:9]=[C:10]([CH2:16][CH3:17])[CH2:11]1)[CH3:15]. The catalyst class is: 7. (9) Reactant: C(O)CCC.[OH-].[Na+].[CH2:8]([P:10]([CH2:17][CH2:18][O:19][CH2:20][CH3:21])(=[O:16])[O:11]CCCC)[CH3:9].S(=O)(=O)(O)O. Product: [CH2:8]([P:10]([CH2:17][CH2:18][O:19][CH2:20][CH3:21])(=[O:11])[OH:16])[CH3:9]. The catalyst class is: 6. (10) The catalyst class is: 81. Product: [CH:1]1([C:7]2[CH:8]=[CH:9][C:10]([C:13]3[CH:22]=[C:21]([O:23][CH3:28])[C:20]4[C:15](=[CH:16][CH:17]=[C:18]([NH:24][C:25](=[O:27])[CH3:26])[CH:19]=4)[N:14]=3)=[CH:11][CH:12]=2)[CH2:2][CH2:3][CH2:4][CH2:5][CH2:6]1. Reactant: [CH:1]1([C:7]2[CH:12]=[CH:11][C:10]([C:13]3[CH:22]=[C:21]([OH:23])[C:20]4[C:15](=[CH:16][CH:17]=[C:18]([NH:24][C:25](=[O:27])[CH3:26])[CH:19]=4)[N:14]=3)=[CH:9][CH:8]=2)[CH2:6][CH2:5][CH2:4][CH2:3][CH2:2]1.[C:28]1(C)C=CC=CC=1.S(OC)(OC)(=O)=O.